This data is from Full USPTO retrosynthesis dataset with 1.9M reactions from patents (1976-2016). The task is: Predict the reactants needed to synthesize the given product. Given the product [F:30][C:2]([F:1])([F:29])[C:3]1[CH:4]=[C:5]([CH:22]=[C:23]([C:25]([F:26])([F:27])[F:28])[CH:24]=1)[CH2:6][O:7][CH2:8][CH:9]([N:16]1[CH2:21][CH2:20][N:19]([CH2:38][C:37]2[NH:40][C:33](=[O:32])[NH:35][N:36]=2)[CH2:18][CH2:17]1)[C:10]1[CH:15]=[CH:14][CH:13]=[CH:12][CH:11]=1, predict the reactants needed to synthesize it. The reactants are: [F:1][C:2]([F:30])([F:29])[C:3]1[CH:4]=[C:5]([CH:22]=[C:23]([C:25]([F:28])([F:27])[F:26])[CH:24]=1)[CH2:6][O:7][CH2:8][CH:9]([N:16]1[CH2:21][CH2:20][NH:19][CH2:18][CH2:17]1)[C:10]1[CH:15]=[CH:14][CH:13]=[CH:12][CH:11]=1.C[O:32][C:33]([NH:35][NH:36][C:37](=[NH:40])[CH2:38]Cl)=O.